Predict which catalyst facilitates the given reaction. From a dataset of Catalyst prediction with 721,799 reactions and 888 catalyst types from USPTO. (1) The catalyst class is: 9. Product: [CH:1]1([N:6]2[CH2:7][CH2:8][N:9]([C:12]([C:14]3[CH:15]=[C:16]4[C:20](=[CH:21][CH:22]=3)[NH:19][C:18]([C:23]([N:34]3[CH2:35][CH2:40][CH2:39][CH2:38]3)=[O:25])=[CH:17]4)=[O:13])[CH2:10][CH2:11]2)[CH2:2][CH2:3][CH2:4][CH2:5]1. Reactant: [CH:1]1([N:6]2[CH2:11][CH2:10][N:9]([C:12]([C:14]3[CH:15]=[C:16]4[C:20](=[CH:21][CH:22]=3)[NH:19][C:18]([C:23]([OH:25])=O)=[CH:17]4)=[O:13])[CH2:8][CH2:7]2)[CH2:5][CH2:4][CH2:3][CH2:2]1.Cl.F[B-](F)(F)F.N1(OC(N(C)C)=[N+](C)C)C2C=[CH:38][CH:39]=[CH:40][C:35]=2[N:34]=N1.N1CCCC1.C(N(CC)C(C)C)(C)C. (2) Reactant: [CH2:1]([O:3][C:4]1[CH:5]=[C:6]2[C:11](=[C:12]3[CH2:16][C:15]([CH3:18])([CH3:17])[O:14][C:13]=13)[C:10]([C:19]1[CH:29]=[CH:28][C:22]([C:23]([O:25]CC)=[O:24])=[C:21]([NH:30][CH2:31][C:32]3[CH:37]=[CH:36][CH:35]=[CH:34][N:33]=3)[CH:20]=1)=[N:9][C:8]([CH3:39])([CH3:38])[CH2:7]2)[CH3:2].[OH-].[Na+]. Product: [CH2:1]([O:3][C:4]1[CH:5]=[C:6]2[C:11](=[C:12]3[CH2:16][C:15]([CH3:18])([CH3:17])[O:14][C:13]=13)[C:10]([C:19]1[CH:29]=[CH:28][C:22]([C:23]([OH:25])=[O:24])=[C:21]([NH:30][CH2:31][C:32]3[CH:37]=[CH:36][CH:35]=[CH:34][N:33]=3)[CH:20]=1)=[N:9][C:8]([CH3:38])([CH3:39])[CH2:7]2)[CH3:2]. The catalyst class is: 5.